This data is from Full USPTO retrosynthesis dataset with 1.9M reactions from patents (1976-2016). The task is: Predict the reactants needed to synthesize the given product. (1) Given the product [C:1]1([S:7]([CH:10]([CH:28]2[CH2:29][CH2:30][CH2:31][C:26](=[O:32])[CH2:27]2)[C:11]#[N:12])(=[O:8])=[O:9])[CH:2]=[CH:3][CH:4]=[CH:5][CH:6]=1, predict the reactants needed to synthesize it. The reactants are: [C:1]1([S:7]([CH2:10][C:11]#[N:12])(=[O:9])=[O:8])[CH:6]=[CH:5][CH:4]=[CH:3][CH:2]=1.CN(CCN(C)C)C.[Li]CCCC.[C:26]1(=[O:32])[CH2:31][CH2:30][CH2:29][CH:28]=[CH:27]1.Cl. (2) Given the product [I:9][C:6]1[CH:7]=[CH:8][C:3]([C:1]#[C:2][C:26]([C@@H:25]2[CH2:24][CH2:23][CH2:22][N:21]2[C:19]([O:18][C:15]([CH3:17])([CH3:16])[CH3:14])=[O:20])=[O:27])=[CH:4][CH:5]=1, predict the reactants needed to synthesize it. The reactants are: [C:1]([C:3]1[CH:8]=[CH:7][C:6]([I:9])=[CH:5][CH:4]=1)#[CH:2].C([Mg]Br)C.[CH3:14][C:15]([O:18][C:19]([N:21]1[C@H:25]([C:26](N(OC)C)=[O:27])[CH2:24][CH2:23][CH2:22]1)=[O:20])([CH3:17])[CH3:16].